This data is from Reaction yield outcomes from USPTO patents with 853,638 reactions. The task is: Predict the reaction yield, written as a fraction of the theoretical maximum amount of product (1.0 means a 100% yield; for example, 0.34 means a 34% yield). (1) The reactants are [Br:1][C:2]1[CH:7]=[CH:6][C:5]([OH:8])=[CH:4][C:3]=1[F:9].[N+:10]([O-])([OH:12])=[O:11].O. The catalyst is C(Cl)Cl. The product is [Br:1][C:2]1[C:3]([F:9])=[CH:4][C:5]([OH:8])=[C:6]([N+:10]([O-:12])=[O:11])[CH:7]=1. The yield is 0.490. (2) The yield is 0.980. No catalyst specified. The product is [CH3:14][N:15]1[C:23]2[C:18](=[CH:19][CH:20]=[CH:21][C:22]=2[CH3:24])[C:17]([CH2:25][NH:6][CH3:5])=[CH:16]1. The reactants are BrC1C=C[C:5](NCC(OC)=O)=[N:6]C=1.[CH3:14][N:15]1[C:23]2[C:18](=[CH:19][CH:20]=[CH:21][C:22]=2[CH3:24])[C:17]([C:25]([O-])=O)=[CH:16]1.CN1C2C(=CC=CC=2)C(C)=C1C([O-])=O. (3) The reactants are [CH:1]1([C:4]2[CH:5]=[CH:6][C:7]([C:15]([OH:17])=O)=[N:8][C:9]=2[O:10][CH2:11][CH:12]2[CH2:14][CH2:13]2)[CH2:3][CH2:2]1.CN(C(ON1N=NC2C=CC=CC1=2)=[N+](C)C)C.[B-](F)(F)(F)F.CCN(C(C)C)C(C)C.[CH2:49]([O:51][C:52](=[O:59])[CH2:53][C:54]1([NH2:58])[CH2:57][O:56][CH2:55]1)[CH3:50].[OH-].[Na+]. The catalyst is CN(C=O)C.C(OCC)(=O)C. The product is [CH2:49]([O:51][C:52](=[O:59])[CH2:53][C:54]1([NH:58][C:15]([C:7]2[CH:6]=[CH:5][C:4]([CH:1]3[CH2:2][CH2:3]3)=[C:9]([O:10][CH2:11][CH:12]3[CH2:13][CH2:14]3)[N:8]=2)=[O:17])[CH2:55][O:56][CH2:57]1)[CH3:50]. The yield is 0.960. (4) The reactants are [I-].C[S+](C)C.[Li][CH2:7]CCC.[C:11]([Si:15]([O:18][CH2:19][C@@H:20]1[C@H:24]2[O:25][C:26]([CH3:29])([CH3:28])[O:27][C@H:23]2[C@@H:22]2[O:30][C@H:21]12)([CH3:17])[CH3:16])([CH3:14])([CH3:13])[CH3:12]. The catalyst is C1COCC1. The product is [Si:15]([O:18][CH2:19][C@@H:20]1[C@H:24]2[O:25][C:26]([CH3:29])([CH3:28])[O:27][C@H:23]2[C@H:22]([OH:30])[C:21]1=[CH2:7])([C:11]([CH3:14])([CH3:12])[CH3:13])([CH3:17])[CH3:16]. The yield is 0.800.